From a dataset of Catalyst prediction with 721,799 reactions and 888 catalyst types from USPTO. Predict which catalyst facilitates the given reaction. (1) Reactant: [CH:1]([N:4]1[C:8]([CH2:9][CH2:10][C:11]([C:13]2[CH:27]=[CH:26][C:16]([O:17][C:18]([CH3:25])([CH3:24])[C:19]([O:21]CC)=[O:20])=[C:15]([CH3:28])[CH:14]=2)=[O:12])=[CH:7][C:6]([C:29]2[CH:34]=[CH:33][C:32]([C:35]([F:38])([F:37])[F:36])=[CH:31][CH:30]=2)=[N:5]1)([CH3:3])[CH3:2].[OH-].[Na+]. Product: [CH:1]([N:4]1[C:8]([CH2:9][CH2:10][C:11]([C:13]2[CH:27]=[CH:26][C:16]([O:17][C:18]([CH3:24])([CH3:25])[C:19]([OH:21])=[O:20])=[C:15]([CH3:28])[CH:14]=2)=[O:12])=[CH:7][C:6]([C:29]2[CH:30]=[CH:31][C:32]([C:35]([F:38])([F:37])[F:36])=[CH:33][CH:34]=2)=[N:5]1)([CH3:3])[CH3:2]. The catalyst class is: 199. (2) Reactant: Cl[C:2]1[N:3]=[CH:4][C:5]2[NH:11][C:10](=[O:12])[C:9]([F:14])([F:13])[CH2:8][N:7]([CH:15]3[CH2:19][CH2:18][CH2:17][CH2:16]3)[C:6]=2[N:20]=1.[NH2:21][C:22]1[CH:37]=[CH:36][C:25]([C:26]([NH:28][CH:29]2[CH2:34][CH2:33][N:32]([CH3:35])[CH2:31][CH2:30]2)=[O:27])=[CH:24][CH:23]=1.O.C1(C)C=CC(S(O)(=O)=O)=CC=1. Product: [CH:15]1([N:7]2[CH2:8][C:9]([F:14])([F:13])[C:10](=[O:12])[NH:11][C:5]3[CH:4]=[N:3][C:2]([NH:21][C:22]4[CH:23]=[CH:24][C:25]([C:26]([NH:28][CH:29]5[CH2:34][CH2:33][N:32]([CH3:35])[CH2:31][CH2:30]5)=[O:27])=[CH:36][CH:37]=4)=[N:20][C:6]2=3)[CH2:19][CH2:18][CH2:17][CH2:16]1. The catalyst class is: 41. (3) Reactant: [Br:1][C:2]1[CH:3]=[CH:4][C:5]([O:11][C:12]2[CH:13]=[N:14][C:15]([Cl:18])=[CH:16][CH:17]=2)=[C:6]([CH:10]=1)[C:7]([OH:9])=O.C1C=CC2N(O)N=NC=2C=1.[CH3:29][CH2:30][N:31](C(C)C)[CH:32](C)[CH3:33].CCN=C=NCCCN(C)C. Product: [Br:1][C:2]1[CH:3]=[CH:4][C:5]([O:11][C:12]2[CH:13]=[N:14][C:15]([Cl:18])=[CH:16][CH:17]=2)=[C:6]([CH:10]=1)[C:7]([N:31]([CH2:32][CH3:33])[CH2:30][CH3:29])=[O:9]. The catalyst class is: 2. (4) Reactant: [CH2:1]([CH:7]([CH2:14][CH2:15][CH2:16][CH2:17][CH2:18][CH2:19][CH2:20][CH3:21])[CH2:8][C:9]1[CH:13]=[CH:12][S:11][CH:10]=1)[CH2:2][CH2:3][CH2:4][CH2:5][CH3:6].[Br:22]N1C(=O)CCC1=O. Product: [Br:22][C:10]1[S:11][CH:12]=[CH:13][C:9]=1[CH2:8][CH:7]([CH2:1][CH2:2][CH2:3][CH2:4][CH2:5][CH3:6])[CH2:14][CH2:15][CH2:16][CH2:17][CH2:18][CH2:19][CH2:20][CH3:21]. The catalyst class is: 7. (5) Reactant: [C:1]1([CH2:7][O:8][C:9]2[CH:17]=[CH:16][CH:15]=[C:14]3[C:10]=2[CH:11]=[N:12][NH:13]3)[CH:6]=[CH:5][CH:4]=[CH:3][CH:2]=1.[CH3:18][C:19]1[CH:20]=[C:21](B(O)O)[CH:22]=[CH:23][C:24]=1[O:25][CH3:26].N1C=CC=CC=1. Product: [CH3:18][C:19]1[CH:20]=[C:21]([N:13]2[C:14]3[C:10](=[C:9]([O:8][CH2:7][C:1]4[CH:2]=[CH:3][CH:4]=[CH:5][CH:6]=4)[CH:17]=[CH:16][CH:15]=3)[CH:11]=[N:12]2)[CH:22]=[CH:23][C:24]=1[O:25][CH3:26]. The catalyst class is: 302.